Dataset: Full USPTO retrosynthesis dataset with 1.9M reactions from patents (1976-2016). Task: Predict the reactants needed to synthesize the given product. Given the product [ClH:1].[Cl:29][C:27]1[CH:26]=[C:25]([OH:30])[CH:24]=[C:23]([NH:22][C:2]2[C:3]3[C:10]4[CH2:11][CH2:12][NH:13][CH2:14][C:9]=4[S:8][C:4]=3[N:5]=[CH:6][N:7]=2)[CH:28]=1, predict the reactants needed to synthesize it. The reactants are: [Cl:1][C:2]1[C:3]2[C:10]3[CH2:11][CH2:12][N:13](C(OC(C)(C)C)=O)[CH2:14][C:9]=3[S:8][C:4]=2[N:5]=[CH:6][N:7]=1.[NH2:22][C:23]1[CH:24]=[C:25]([OH:30])[CH:26]=[C:27]([Cl:29])[CH:28]=1.Cl.O1CCOCC1.